Dataset: Merck oncology drug combination screen with 23,052 pairs across 39 cell lines. Task: Regression. Given two drug SMILES strings and cell line genomic features, predict the synergy score measuring deviation from expected non-interaction effect. (1) Drug 1: C#Cc1cccc(Nc2ncnc3cc(OCCOC)c(OCCOC)cc23)c1. Drug 2: COC1CC2CCC(C)C(O)(O2)C(=O)C(=O)N2CCCCC2C(=O)OC(C(C)CC2CCC(OP(C)(C)=O)C(OC)C2)CC(=O)C(C)C=C(C)C(O)C(OC)C(=O)C(C)CC(C)C=CC=CC=C1C. Cell line: MSTO. Synergy scores: synergy=-137. (2) Drug 1: CN1C(=O)C=CC2(C)C3CCC4(C)C(NC(=O)OCC(F)(F)F)CCC4C3CCC12. Drug 2: NC1(c2ccc(-c3nc4ccn5c(=O)[nH]nc5c4cc3-c3ccccc3)cc2)CCC1. Cell line: CAOV3. Synergy scores: synergy=83.6. (3) Drug 1: Nc1ccn(C2OC(CO)C(O)C2(F)F)c(=O)n1. Drug 2: Cn1nnc2c(C(N)=O)ncn2c1=O. Cell line: OCUBM. Synergy scores: synergy=12.2. (4) Drug 1: O=C(O)C1(Cc2cccc(Nc3nccs3)n2)CCC(Oc2cccc(Cl)c2F)CC1. Drug 2: Cc1nc(Nc2ncc(C(=O)Nc3c(C)cccc3Cl)s2)cc(N2CCN(CCO)CC2)n1. Cell line: UWB1289. Synergy scores: synergy=17.7. (5) Drug 1: NC1(c2ccc(-c3nc4ccn5c(=O)[nH]nc5c4cc3-c3ccccc3)cc2)CCC1. Drug 2: CNC(=O)c1cc(Oc2ccc(NC(=O)Nc3ccc(Cl)c(C(F)(F)F)c3)cc2)ccn1. Cell line: SKMEL30. Synergy scores: synergy=17.9. (6) Drug 1: CC(=O)OC1C(=O)C2(C)C(O)CC3OCC3(OC(C)=O)C2C(OC(=O)c2ccccc2)C2(O)CC(OC(=O)C(O)C(NC(=O)c3ccccc3)c3ccccc3)C(C)=C1C2(C)C. Drug 2: CNC(=O)c1cc(Oc2ccc(NC(=O)Nc3ccc(Cl)c(C(F)(F)F)c3)cc2)ccn1. Cell line: VCAP. Synergy scores: synergy=-11.1. (7) Drug 1: C=CCn1c(=O)c2cnc(Nc3ccc(N4CCN(C)CC4)cc3)nc2n1-c1cccc(C(C)(C)O)n1. Drug 2: CNC(=O)c1cc(Oc2ccc(NC(=O)Nc3ccc(Cl)c(C(F)(F)F)c3)cc2)ccn1. Cell line: LOVO. Synergy scores: synergy=-6.00. (8) Drug 1: COC12C(COC(N)=O)C3=C(C(=O)C(C)=C(N)C3=O)N1CC1NC12. Drug 2: NC(=O)c1cccc2cn(-c3ccc(C4CCCNC4)cc3)nc12. Cell line: HCT116. Synergy scores: synergy=8.45.